Predict the reactants needed to synthesize the given product. From a dataset of Full USPTO retrosynthesis dataset with 1.9M reactions from patents (1976-2016). (1) The reactants are: [CH:1]1([NH:7][C:8]2[N:13]=[C:12]([C:14]3[C:22]4[C:17](=[N:18][CH:19]=[CH:20][CH:21]=4)[NH:16][CH:15]=3)[CH:11]=[CH:10][N:9]=2)[CH2:6][CH2:5][CH2:4][CH2:3][CH2:2]1.[CH3:23]C([O-])(C)C.[K+].CI. Given the product [CH:1]1([NH:7][C:8]2[N:13]=[C:12]([C:14]3[C:22]4[C:17](=[N:18][CH:19]=[CH:20][CH:21]=4)[N:16]([CH3:23])[CH:15]=3)[CH:11]=[CH:10][N:9]=2)[CH2:2][CH2:3][CH2:4][CH2:5][CH2:6]1, predict the reactants needed to synthesize it. (2) Given the product [N:33]1[CH:38]=[CH:37][C:36]([C:2]2[CH:7]=[CH:6][N:5]3[C:8]([C:11]4[CH:12]=[CH:13][C:14]([CH2:17][CH2:18][CH2:19][C:20]([NH:22][C:23]5[CH:28]=[CH:27][CH:26]=[C:25]([C:29]([F:30])([F:31])[F:32])[CH:24]=5)=[O:21])=[CH:15][CH:16]=4)=[CH:9][N:10]=[C:4]3[CH:3]=2)=[CH:35][CH:34]=1, predict the reactants needed to synthesize it. The reactants are: Cl[C:2]1[CH:7]=[CH:6][N:5]2[C:8]([C:11]3[CH:16]=[CH:15][C:14]([CH2:17][CH2:18][CH2:19][C:20]([NH:22][C:23]4[CH:28]=[CH:27][CH:26]=[C:25]([C:29]([F:32])([F:31])[F:30])[CH:24]=4)=[O:21])=[CH:13][CH:12]=3)=[CH:9][N:10]=[C:4]2[CH:3]=1.[N:33]1[CH:38]=[CH:37][C:36](B(O)O)=[CH:35][CH:34]=1.COC1C=CC=C(OC)C=1C1C=CC=CC=1P(C1CCCCC1)C1CCCCC1.[O-]P([O-])([O-])=O.[K+].[K+].[K+].